Task: Predict the product of the given reaction.. Dataset: Forward reaction prediction with 1.9M reactions from USPTO patents (1976-2016) (1) Given the reactants [NH3:1].[CH2:2]([O:6][CH2:7][CH2:8][CH2:9][Si:10]([C:13]([CH3:16])([CH3:15])[CH3:14])([CH3:12])[CH3:11])[CH:3]1[O:5][CH2:4]1, predict the reaction product. The product is: [Si:10]([CH2:9][CH2:8][CH2:7][O:6][CH2:2][CH:3]([OH:5])[CH2:4][NH2:1])([C:13]([CH3:16])([CH3:15])[CH3:14])([CH3:12])[CH3:11]. (2) Given the reactants [Li]C(C)(C)C.CCCCC.Br[C:12]1[CH:13]=[N:14][C:15](=[CH:17]N(C)C)[CH:16]=1.I[CH2:22][CH2:23][CH2:24][CH2:25][CH2:26][CH2:27][CH3:28].C([O-])(O)=[O:30].[Na+], predict the reaction product. The product is: [CH2:22]([C:12]1[CH:16]=[C:15]([CH:17]=[O:30])[NH:14][CH:13]=1)[CH2:23][CH2:24][CH2:25][CH2:26][CH2:27][CH3:28].